This data is from Volume of distribution at steady state (VDss) regression data from Lombardo et al.. The task is: Regression/Classification. Given a drug SMILES string, predict its absorption, distribution, metabolism, or excretion properties. Task type varies by dataset: regression for continuous measurements (e.g., permeability, clearance, half-life) or binary classification for categorical outcomes (e.g., BBB penetration, CYP inhibition). For this dataset (vdss_lombardo), we predict log10(VDss) (log10 of volume of distribution in L/kg). (1) The molecule is CCC(C(=O)N1CCCCC1C(=O)OC(CCc1ccc(OC)c(OC)c1)c1cccc(OCC(=O)NCCNC(=O)COc2cccc(C(CCc3ccc(OC)c(OC)c3)OC(=O)C3CCCCN3C(=O)C(CC)c3cc(OC)c(OC)c(OC)c3)c2)c1)c1cc(OC)c(OC)c(OC)c1. The log10(VDss) is -0.210. (2) The compound is [NH3+]CCCCC(NC1CCc2ccccc2N(CC(=O)[O-])C1=O)C(=O)[O-]. The log10(VDss) is 0.300. (3) The compound is O=C1Nc2ccc(Cl)cc2C(c2ccccc2Cl)=NC1O. The log10(VDss) is 0.110.